From a dataset of Catalyst prediction with 721,799 reactions and 888 catalyst types from USPTO. Predict which catalyst facilitates the given reaction. (1) Reactant: [F:1][C:2]1[CH:10]=[CH:9][C:8]([C:11]([F:14])([F:13])[F:12])=[CH:7][C:3]=1[C:4](Cl)=[O:5].CCN(CC)CC.[CH3:22][CH2:23][OH:24]. Product: [F:1][C:2]1[CH:10]=[CH:9][C:8]([C:11]([F:14])([F:13])[F:12])=[CH:7][C:3]=1[C:4]([O:24][CH2:23][CH3:22])=[O:5]. The catalyst class is: 1. (2) Reactant: [CH3:1][O:2][C:3]1[CH:4]=[C:5]2[C:10](=[C:11]3[CH2:15][C:14]([CH3:17])([CH3:16])[O:13][C:12]=13)[C:9]([C:18]1[CH:19]=[C:20]([C:24]3[CH:29]=[CH:28][C:27]([NH2:30])=[CH:26][CH:25]=3)[CH:21]=[CH:22][CH:23]=1)=[N:8][C:7]([CH3:32])([CH3:31])[CH2:6]2.C(N(CC)CC)C.[F:40][C:41]([F:52])([F:51])[C:42](O[C:42](=[O:43])[C:41]([F:52])([F:51])[F:40])=[O:43].O. Product: [F:40][C:41]([F:52])([F:51])[C:42]([NH:30][C:27]1[CH:26]=[CH:25][C:24]([C:20]2[CH:21]=[CH:22][CH:23]=[C:18]([C:9]3[C:10]4[C:5](=[CH:4][C:3]([O:2][CH3:1])=[C:12]5[O:13][C:14]([CH3:17])([CH3:16])[CH2:15][C:11]5=4)[CH2:6][C:7]([CH3:32])([CH3:31])[N:8]=3)[CH:19]=2)=[CH:29][CH:28]=1)=[O:43]. The catalyst class is: 7. (3) Reactant: [OH-].[Na+].[CH2:3]([O:10][C:11]([N:13]1[CH2:22][CH2:21][C:20]2[C:15](=[CH:16][C:17]([O:23][C:24]3[CH:29]=[CH:28][C:27]([C:30]([O:32]CC)=[O:31])=[CH:26][CH:25]=3)=[CH:18][CH:19]=2)[CH2:14]1)=[O:12])[C:4]1[CH:9]=[CH:8][CH:7]=[CH:6][CH:5]=1. Product: [CH2:3]([O:10][C:11]([N:13]1[CH2:22][CH2:21][C:20]2[C:15](=[CH:16][C:17]([O:23][C:24]3[CH:25]=[CH:26][C:27]([C:30]([OH:32])=[O:31])=[CH:28][CH:29]=3)=[CH:18][CH:19]=2)[CH2:14]1)=[O:12])[C:4]1[CH:9]=[CH:8][CH:7]=[CH:6][CH:5]=1. The catalyst class is: 8.